From a dataset of Reaction yield outcomes from USPTO patents with 853,638 reactions. Predict the reaction yield, written as a fraction of the theoretical maximum amount of product (1.0 means a 100% yield; for example, 0.34 means a 34% yield). The reactants are [OH:1][C@H:2]([CH2:29][CH:30]([CH3:32])[CH3:31])[C:3]([N:5]1[CH2:10][CH2:9][N:8]([C:11]2[C:20]3[C:15](=[CH:16][C:17]([CH3:21])=[CH:18][CH:19]=3)[N:14]=[C:13]([C:22]3[CH:27]=[CH:26][CH:25]=[CH:24][C:23]=3[OH:28])[N:12]=2)[CH2:7][CH2:6]1)=[O:4].C1COCC1.[OH:38][S:39]([OH:42])(=[O:41])=[O:40]. The catalyst is CC#N. The product is [S:39]([OH:42])([OH:41])(=[O:40])=[O:38].[OH:1][C@H:2]([CH2:29][CH:30]([CH3:32])[CH3:31])[C:3]([N:5]1[CH2:10][CH2:9][N:8]([C:11]2[C:20]3[C:15](=[CH:16][C:17]([CH3:21])=[CH:18][CH:19]=3)[N:14]=[C:13]([C:22]3[CH:27]=[CH:26][CH:25]=[CH:24][C:23]=3[OH:28])[N:12]=2)[CH2:7][CH2:6]1)=[O:4]. The yield is 0.940.